From a dataset of Peptide-MHC class I binding affinity with 185,985 pairs from IEDB/IMGT. Regression. Given a peptide amino acid sequence and an MHC pseudo amino acid sequence, predict their binding affinity value. This is MHC class I binding data. (1) The peptide sequence is IQDEIVAAY. The MHC is HLA-A26:01 with pseudo-sequence HLA-A26:01. The binding affinity (normalized) is 0.0847. (2) The peptide sequence is WLGWGHAWV. The MHC is HLA-A24:03 with pseudo-sequence HLA-A24:03. The binding affinity (normalized) is 0.0847.